Predict the reaction yield, written as a fraction of the theoretical maximum amount of product (1.0 means a 100% yield; for example, 0.34 means a 34% yield). From a dataset of Reaction yield outcomes from USPTO patents with 853,638 reactions. (1) The reactants are [O:1]1[CH2:3][CH:2]1[CH2:4][N:5]1[CH2:14][CH2:13][C:12]2[C:7](=[CH:8][CH:9]=[CH:10][CH:11]=2)[CH2:6]1.[NH3:15]. The catalyst is CCO. The product is [NH2:15][CH2:3][CH:2]([OH:1])[CH2:4][N:5]1[CH2:14][CH2:13][C:12]2[C:7](=[CH:8][CH:9]=[CH:10][CH:11]=2)[CH2:6]1. The yield is 0.960. (2) The reactants are [CH2:1]([N:3]([CH2:6][C:7]1[CH:24]=[CH:23][C:10](/[CH:11]=[N:12]/[C:13]2[CH:21]=[CH:20][CH:19]=[C:18]3[C:14]=2[CH2:15][O:16][C:17]3=[O:22])=[CH:9][CH:8]=1)[CH2:4][CH3:5])[CH3:2].[Cl:25][C:26]1[CH:33]=[CH:32][C:29]([CH:30]=O)=[CH:28][CH:27]=1.[O-:34][CH2:35][CH3:36].[Na+].C(O)C. The catalyst is C(OCC)(=O)CC. The product is [Cl:25][C:26]1[CH:33]=[CH:32][C:29]([CH:30]2[C:35](=[O:34])[C:36]3[C:18]([C:17]([O:16][CH2:15][CH3:14])=[O:22])=[CH:19][CH:20]=[CH:21][C:13]=3[NH:12][CH:11]2[C:10]2[CH:23]=[CH:24][C:7]([CH2:6][N:3]([CH2:4][CH3:5])[CH2:1][CH3:2])=[CH:8][CH:9]=2)=[CH:28][CH:27]=1. The yield is 0.350.